This data is from Full USPTO retrosynthesis dataset with 1.9M reactions from patents (1976-2016). The task is: Predict the reactants needed to synthesize the given product. Given the product [C:36]([O:15][C@@H:14]([C:16]1[S:17][CH:18]=[C:19]([C:40](=[O:45])[NH:39][CH3:44])[N:20]=1)[CH2:13][C@@H:12]([N:7]([CH2:8][CH2:9][O:10][CH3:11])[C:5](=[O:6])[C@@H:4]([N:1]=[N+:2]=[N-:3])[C@@H:28]([CH3:31])[CH2:29][CH3:30])[CH:25]([CH3:27])[CH3:26])(=[O:38])[CH3:37], predict the reactants needed to synthesize it. The reactants are: [N:1]([C@@H:4]([C@@H:28]([CH3:31])[CH2:29][CH3:30])[C:5]([N:7]([C@@H:12]([CH:25]([CH3:27])[CH3:26])[CH2:13][C@H:14]([C:16]1(C(NC)=O)[NH:20][CH:19]=[CH:18][S:17]1)[OH:15])[CH2:8][CH2:9][O:10][CH3:11])=[O:6])=[N+:2]=[N-:3].C(O[C:36](=[O:38])[CH3:37])(=O)C.[N:39]1[CH:44]=CC=C[CH:40]=1.[OH2:45].